From a dataset of Full USPTO retrosynthesis dataset with 1.9M reactions from patents (1976-2016). Predict the reactants needed to synthesize the given product. (1) Given the product [NH2:23][C:20]1[N:21]=[CH:22][C:17]([C:3]2[CH:4]=[CH:5][C:6]([C:25]3[C:26]([S:31]([NH:34][C@H:35]([CH2:36][OH:37])[C@@H:38]([CH3:41])[CH2:39][CH3:40])(=[O:33])=[O:32])=[CH:27][CH:28]=[CH:29][CH:30]=3)=[CH:7][C:2]=2[F:1])=[N:18][CH:19]=1, predict the reactants needed to synthesize it. The reactants are: [F:1][C:2]1[CH:7]=[C:6](B2OC(C)(C)C(C)(C)O2)[CH:5]=[CH:4][C:3]=1[C:17]1[N:18]=[CH:19][C:20]([NH2:23])=[N:21][CH:22]=1.Br[C:25]1[CH:30]=[CH:29][CH:28]=[CH:27][C:26]=1[S:31]([NH:34][C@@H:35]([C@@H:38]([CH3:41])[CH2:39][CH3:40])[CH2:36][OH:37])(=[O:33])=[O:32]. (2) Given the product [Cl:1][C:2]1[C:11]([NH:12][S:13]([CH2:16][CH2:17][CH3:18])(=[O:14])=[O:15])=[CH:10][CH:9]=[C:8]([F:19])[C:3]=1[C:4]([OH:6])=[O:5], predict the reactants needed to synthesize it. The reactants are: [Cl:1][C:2]1[C:11]([NH:12][S:13]([CH2:16][CH2:17][CH3:18])(=[O:15])=[O:14])=[CH:10][CH:9]=[C:8]([F:19])[C:3]=1[C:4]([O:6]C)=[O:5].[OH-].[K+]. (3) Given the product [CH3:18][O:17][C:10]1[CH:11]=[CH:12][CH:13]=[C:14]([O:15][CH3:16])[C:9]=1[CH:2]1[N:1]([CH2:28][C:27]2[CH:30]=[CH:31][CH:32]=[C:25]([C:21]3[CH:20]=[N:19][CH:24]=[CH:23][CH:22]=3)[CH:26]=2)[C:5](=[O:7])[CH2:4][CH2:3]1, predict the reactants needed to synthesize it. The reactants are: [NH2:1][CH:2]([C:9]1[C:14]([O:15][CH3:16])=[CH:13][CH:12]=[CH:11][C:10]=1[O:17][CH3:18])[CH2:3][CH2:4][C:5]([O:7]C)=O.[N:19]1[CH:24]=[CH:23][CH:22]=[C:21]([C:25]2[CH:26]=[C:27]([CH:30]=[CH:31][CH:32]=2)[CH:28]=O)[CH:20]=1.